This data is from Tyrosyl-DNA phosphodiesterase HTS with 341,365 compounds. The task is: Binary Classification. Given a drug SMILES string, predict its activity (active/inactive) in a high-throughput screening assay against a specified biological target. The molecule is Fc1ccc(CNc2nc3c(n4c2nnc4)cccc3)cc1. The result is 0 (inactive).